From a dataset of Tyrosyl-DNA phosphodiesterase HTS with 341,365 compounds. Binary Classification. Given a drug SMILES string, predict its activity (active/inactive) in a high-throughput screening assay against a specified biological target. (1) The compound is Clc1c2CCCCc2nc2c1ccc(C(=O)N1CCN(CC1)c1cc(ccc1)C(F)(F)F)c2. The result is 0 (inactive). (2) The drug is Clc1ccc(C(OCCCN(C)C)=O)cc1. The result is 0 (inactive). (3) The molecule is O(c1cc(ccc1OC)/C=C\C(=O)c1[nH]ccc1)C. The result is 0 (inactive). (4) The drug is O1C(C(=O)N(c2c1cccc2)CC(=O)NCc1ccccc1)CC. The result is 0 (inactive). (5) The compound is Clc1c(S(=O)(=O)N2CCOCC2)cc(NC(=O)/C=C\c2occc2)cc1. The result is 0 (inactive).